Task: Predict the reactants needed to synthesize the given product.. Dataset: Full USPTO retrosynthesis dataset with 1.9M reactions from patents (1976-2016) (1) Given the product [CH:24]([C:17]1[C:18]2[C:23](=[CH:22][CH:21]=[CH:20][CH:19]=2)[C:14]([O:1][C:2]2[CH:10]=[CH:9][C:5]([C:6]([NH2:8])=[O:7])=[CH:4][CH:3]=2)=[N:15][CH:16]=1)=[O:25], predict the reactants needed to synthesize it. The reactants are: [OH:1][C:2]1[CH:10]=[CH:9][C:5]([C:6]([NH2:8])=[O:7])=[CH:4][CH:3]=1.[H-].[Na+].Cl[C:14]1[C:23]2[C:18](=[CH:19][CH:20]=[CH:21][CH:22]=2)[C:17]([CH:24]=[O:25])=[CH:16][N:15]=1. (2) Given the product [Cl:33][C:30]1[CH:31]=[CH:32][C:27]([S:24]([NH:23][C:22]2[C:17]([C:15]([C:13]3[CH:12]=[CH:11][N:10]=[C:9]([O:45][CH2:46][CH2:47][OH:48])[CH:14]=3)=[O:16])=[N:18][CH:19]=[C:20]([Cl:41])[CH:21]=2)(=[O:25])=[O:26])=[CH:28][C:29]=1[C:34]([F:37])([F:36])[F:35], predict the reactants needed to synthesize it. The reactants are: C([Si](C)(C)OCC[C:9]1[CH:14]=[C:13]([C:15]([C:17]2[C:22]([N:23](COC)[S:24]([C:27]3[CH:32]=[CH:31][C:30]([Cl:33])=[C:29]([C:34]([F:37])([F:36])[F:35])[CH:28]=3)(=[O:26])=[O:25])=[CH:21][C:20]([Cl:41])=[CH:19][N:18]=2)=[O:16])[CH:12]=[CH:11][N:10]=1)(C)(C)C.O.[O:45]1CC[O:48][CH2:47][CH2:46]1.